Dataset: Catalyst prediction with 721,799 reactions and 888 catalyst types from USPTO. Task: Predict which catalyst facilitates the given reaction. Reactant: CCCCCC.C([Li])CCC.[CH2:12]([O:19][C:20]1[CH:25]=[CH:24][CH:23]=[CH:22][C:21]=1Br)[C:13]1[CH:18]=[CH:17][CH:16]=[CH:15][CH:14]=1.[F:27][C:28]([F:38])([F:37])[C:29]1[CH:36]=[CH:35][C:32]([CH:33]=[O:34])=[CH:31][CH:30]=1.O. Product: [CH2:12]([O:19][C:20]1[CH:25]=[CH:24][CH:23]=[CH:22][C:21]=1[CH:33]([C:32]1[CH:31]=[CH:30][C:29]([C:28]([F:27])([F:37])[F:38])=[CH:36][CH:35]=1)[OH:34])[C:13]1[CH:18]=[CH:17][CH:16]=[CH:15][CH:14]=1. The catalyst class is: 1.